From a dataset of Experimentally validated miRNA-target interactions with 360,000+ pairs, plus equal number of negative samples. Binary Classification. Given a miRNA mature sequence and a target amino acid sequence, predict their likelihood of interaction. The miRNA is mmu-miR-324-3p with sequence CCACUGCCCCAGGUGCUGCU. The protein sequence of the target gene is MADDLDFETGDAGASATFPMQCSALRKNGFVVLKGRPCKIVEMSTSKTGKHGHAKVHLVGIDIFTGKKYEDICPSTHNMDVPNIKRNDFQLIGIQDGYLSLLQDSGEVREDLRLPEGDLGKEIEQKYDCGEEILITVLSAMTEEAAVAIKAMAK. Result: 0 (no interaction).